Dataset: Reaction yield outcomes from USPTO patents with 853,638 reactions. Task: Predict the reaction yield, written as a fraction of the theoretical maximum amount of product (1.0 means a 100% yield; for example, 0.34 means a 34% yield). (1) The reactants are [N:1]([O-])=O.[Na+].[NH2:5][C:6]1[C:7]([NH:17][C@H:18]2[C@@H:22]3[O:23][C:24]([CH3:27])([CH3:26])[O:25][C@@H:21]3[C@@H:20]([O:28][CH2:29][CH2:30][OH:31])[CH2:19]2)=[N:8][C:9]([S:13][CH2:14][CH2:15][CH3:16])=[N:10][C:11]=1[Cl:12].C(O)(=O)C.C(=O)([O-])[O-].[K+].[K+]. The catalyst is O.C1(C)C=CC=CC=1.C(OCC)(=O)C. The product is [Cl:12][C:11]1[C:6]2[N:5]=[N:1][N:17]([C@H:18]3[C@@H:22]4[O:23][C:24]([CH3:26])([CH3:27])[O:25][C@@H:21]4[C@@H:20]([O:28][CH2:29][CH2:30][OH:31])[CH2:19]3)[C:7]=2[N:8]=[C:9]([S:13][CH2:14][CH2:15][CH3:16])[N:10]=1. The yield is 0.450. (2) The reactants are [CH:1]([NH:4][C:5]1[N:10]=[C:9]([C:11]2[C:19]3[C:14](=[CH:15][CH:16]=[C:17]([C:20]4[N:24]=[C:23]([NH:25]C(=O)OC(C)(C)C)[S:22][N:21]=4)[CH:18]=3)[N:13]([S:33]([C:36]3[CH:42]=[CH:41][C:39]([CH3:40])=[CH:38][CH:37]=3)(=[O:35])=[O:34])[CH:12]=2)[CH:8]=[N:7][CH:6]=1)([CH3:3])[CH3:2].C(O)(C(F)(F)F)=O. The catalyst is C(Cl)Cl. The product is [CH:1]([NH:4][C:5]1[N:10]=[C:9]([C:11]2[C:19]3[C:14](=[CH:15][CH:16]=[C:17]([C:20]4[N:24]=[C:23]([NH2:25])[S:22][N:21]=4)[CH:18]=3)[N:13]([S:33]([C:36]3[CH:37]=[CH:38][C:39]([CH3:40])=[CH:41][CH:42]=3)(=[O:34])=[O:35])[CH:12]=2)[CH:8]=[N:7][CH:6]=1)([CH3:3])[CH3:2]. The yield is 0.562. (3) The catalyst is O.C(OCC)(=O)C. The product is [OH:20][CH2:21][C:22]1([CH2:26][O:27][C@H:28]2[CH2:33][CH2:32][C@H:31]([N:34]3[C:39](=[O:40])[C:38]([CH2:41][C:42]4[CH:43]=[CH:44][C:45]([C:48]5[CH:53]=[CH:52][CH:51]=[CH:50][C:49]=5[C:54]5[NH:3][C:4](=[O:7])[O:5][N:55]=5)=[CH:46][CH:47]=4)=[C:37]([CH2:56][CH2:57][CH3:58])[N:36]4[N:59]=[CH:60][N:61]=[C:35]34)[CH2:30][CH2:29]2)[CH2:23][CH2:24][CH2:25]1. The reactants are [Cl-].O[NH3+:3].[C:4](=[O:7])([O-])[OH:5].[Na+].CS(C)=O.[Si]([O:20][CH2:21][C:22]1([CH2:26][O:27][C@H:28]2[CH2:33][CH2:32][C@H:31]([N:34]3[C:39](=[O:40])[C:38]([CH2:41][C:42]4[CH:47]=[CH:46][C:45]([C:48]5[C:49]([C:54]#[N:55])=[CH:50][CH:51]=[CH:52][CH:53]=5)=[CH:44][CH:43]=4)=[C:37]([CH2:56][CH2:57][CH3:58])[N:36]4[N:59]=[CH:60][N:61]=[C:35]34)[CH2:30][CH2:29]2)[CH2:25][CH2:24][CH2:23]1)(C(C)(C)C)(C)C. The yield is 0.760. (4) The reactants are [Br:1][C:2]1[CH:3]=[CH:4][C:5]([Cl:11])=[C:6]([CH:10]=1)[C:7]([OH:9])=O.C(Cl)(=O)C(Cl)=O.[C:18]1([O:24][CH2:25][CH3:26])[CH:23]=[CH:22][CH:21]=[CH:20][CH:19]=1.[Cl-].[Al+3].[Cl-].[Cl-]. The catalyst is ClCCl.O.CN(C)C=O. The product is [Br:1][C:2]1[CH:3]=[CH:4][C:5]([Cl:11])=[C:6]([C:7]([C:21]2[CH:22]=[CH:23][C:18]([O:24][CH2:25][CH3:26])=[CH:19][CH:20]=2)=[O:9])[CH:10]=1. The yield is 0.670. (5) The reactants are [CH:1]1([OH:7])[CH2:6][CH2:5][CH2:4][CH2:3][CH2:2]1.[Bi](Br)(Br)Br.O[CH:13]([C:15]1[CH:24]=[CH:23][C:18]([C:19]([O:21][CH3:22])=[O:20])=[CH:17][CH:16]=1)[CH3:14]. The yield is 0.140. The product is [CH:1]1([O:7][CH:13]([C:15]2[CH:24]=[CH:23][C:18]([C:19]([O:21][CH3:22])=[O:20])=[CH:17][CH:16]=2)[CH3:14])[CH2:6][CH2:5][CH2:4][CH2:3][CH2:2]1. The catalyst is C(Cl)(Cl)(Cl)Cl. (6) The reactants are [N:1]([CH2:4][C:5]([NH:7][CH2:8][C:9]1[CH:17]=[CH:16][CH:15]=[C:14]2[C:10]=1[C:11](=[O:27])[N:12]([CH:19]1[CH2:24][CH2:23][C:22](=[O:25])[NH:21][C:20]1=[O:26])[C:13]2=[O:18])=[O:6])=[N+]=[N-].[H][H].[ClH:30]. The catalyst is CO.[Pd]. The product is [ClH:30].[NH2:1][CH2:4][C:5]([NH:7][CH2:8][C:9]1[CH:17]=[CH:16][CH:15]=[C:14]2[C:10]=1[C:11](=[O:27])[N:12]([CH:19]1[CH2:24][CH2:23][C:22](=[O:25])[NH:21][C:20]1=[O:26])[C:13]2=[O:18])=[O:6]. The yield is 0.840. (7) The reactants are [O:1]1[CH2:6][CH:5]=[C:4]([C:7]2[CH:8]=[C:9]3[C:14](=[C:15]([O:17][CH2:18][O:19][CH2:20][CH2:21][Si:22]([CH3:25])([CH3:24])[CH3:23])[CH:16]=2)[N:13]=[CH:12][N:11]([CH2:26][O:27][CH2:28][CH2:29][Si:30]([CH3:33])([CH3:32])[CH3:31])[C:10]3=[O:34])[CH2:3][CH2:2]1. The catalyst is [Pd].C(OCC)(=O)C. The product is [O:1]1[CH2:6][CH2:5][CH:4]([C:7]2[CH:8]=[C:9]3[C:14](=[C:15]([O:17][CH2:18][O:19][CH2:20][CH2:21][Si:22]([CH3:25])([CH3:24])[CH3:23])[CH:16]=2)[NH:13][CH2:12][N:11]([CH2:26][O:27][CH2:28][CH2:29][Si:30]([CH3:33])([CH3:32])[CH3:31])[C:10]3=[O:34])[CH2:3][CH2:2]1. The yield is 0.990. (8) The yield is 0.970. The product is [C:20]([O:19][C:17](=[O:18])[NH:2][CH:3]1[CH2:8][CH2:7][CH:6]([OH:9])[CH2:5][CH2:4]1)([CH3:23])([CH3:22])[CH3:21]. The catalyst is O1CCCC1. The reactants are Cl.[NH2:2][C@H:3]1[CH2:8][CH2:7][C@H:6]([OH:9])[CH2:5][CH2:4]1.C(N(CC)CC)C.[C:17](O[C:17]([O:19][C:20]([CH3:23])([CH3:22])[CH3:21])=[O:18])([O:19][C:20]([CH3:23])([CH3:22])[CH3:21])=[O:18].C(OCC)(=O)C. (9) The reactants are [Cl:1][C:2]1[C:8]([C:9]([F:12])([F:11])[F:10])=[CH:7][C:5]([NH2:6])=[CH:4][CH:3]=1.[C:13](N1C=CN=C1)(N1C=CN=C1)=[O:14].[NH2:25][C:26]1[CH:41]=[CH:40][C:29]([O:30][C:31]2[CH:36]=[CH:35][N:34]=[C:33]([C:37]([NH2:39])=[O:38])[CH:32]=2)=[CH:28][CH:27]=1.CCOC(C)=O. The catalyst is ClC(Cl)C.C1COCC1. The product is [Cl:1][C:2]1[CH:3]=[CH:4][C:5]([NH:6][C:13]([NH:25][C:26]2[CH:41]=[CH:40][C:29]([O:30][C:31]3[CH:36]=[CH:35][N:34]=[C:33]([C:37](=[O:38])[NH2:39])[CH:32]=3)=[CH:28][CH:27]=2)=[O:14])=[CH:7][C:8]=1[C:9]([F:10])([F:11])[F:12]. The yield is 0.820.